Dataset: Forward reaction prediction with 1.9M reactions from USPTO patents (1976-2016). Task: Predict the product of the given reaction. Given the reactants S(Cl)([Cl:4])(=O)=O.[CH2:6]([O:8][C:9](=[O:16])[CH2:10][C:11](=[O:15])[CH:12]([CH3:14])[CH3:13])[CH3:7], predict the reaction product. The product is: [CH2:6]([O:8][C:9](=[O:16])[CH:10]([Cl:4])[C:11](=[O:15])[CH:12]([CH3:13])[CH3:14])[CH3:7].